The task is: Predict the reaction yield, written as a fraction of the theoretical maximum amount of product (1.0 means a 100% yield; for example, 0.34 means a 34% yield).. This data is from Reaction yield outcomes from USPTO patents with 853,638 reactions. The reactants are Cl[C:2]1[CH:7]=[C:6]([NH2:8])[CH:5]=[C:4]([C:9]2[CH:14]=[C:13]([Cl:15])[CH:12]=[CH:11][C:10]=2[O:16][CH3:17])[N:3]=1.[Cl:18][C:19]1[CH:24]=[CH:23][C:22]([NH2:25])=[CH:21][CH:20]=1. No catalyst specified. The product is [Cl:15][C:13]1[CH:12]=[CH:11][C:10]([O:16][CH3:17])=[C:9]([C:4]2[N:3]=[C:2]([NH:25][C:22]3[CH:23]=[CH:24][C:19]([Cl:18])=[CH:20][CH:21]=3)[CH:7]=[C:6]([NH2:8])[CH:5]=2)[CH:14]=1. The yield is 0.220.